From a dataset of Forward reaction prediction with 1.9M reactions from USPTO patents (1976-2016). Predict the product of the given reaction. (1) Given the reactants CN(C)[CH2:3][C:4]1[C:8]2=[N:9][CH:10]=[CH:11][CH:12]=[C:7]2[NH:6][CH:5]=1.[C:14]([NH:17][CH:18]([C:24]([O:26][CH2:27][CH3:28])=[O:25])[C:19]([O:21][CH2:22][CH3:23])=[O:20])(=[O:16])[CH3:15].[OH-].[Na+], predict the reaction product. The product is: [CH2:27]([O:26][C:24](=[O:25])[C:18]([NH:17][C:14](=[O:16])[CH3:15])([CH2:3][C:4]1[C:8]2=[N:9][CH:10]=[CH:11][CH:12]=[C:7]2[NH:6][CH:5]=1)[C:19]([O:21][CH2:22][CH3:23])=[O:20])[CH3:28]. (2) The product is: [CH2:1]([C:8]1[CH:9]=[N:10][C:11]2[C:16]([C:17]=1[C:18]1[CH:19]=[C:20]([CH2:24][CH2:25][C:26]3[CH:27]=[CH:28][C:29]([CH2:32][C:33]([OH:35])=[O:34])=[CH:30][CH:31]=3)[CH:21]=[CH:22][CH:23]=1)=[CH:15][CH:14]=[CH:13][C:12]=2[C:36]([F:37])([F:38])[F:39])[C:2]1[CH:7]=[CH:6][CH:5]=[CH:4][CH:3]=1. Given the reactants [CH2:1]([C:8]1[CH:9]=[N:10][C:11]2[C:16]([C:17]=1[C:18]1[CH:19]=[C:20]([C:24]#[C:25][C:26]3[CH:31]=[CH:30][C:29]([CH2:32][C:33]([OH:35])=[O:34])=[CH:28][CH:27]=3)[CH:21]=[CH:22][CH:23]=1)=[CH:15][CH:14]=[CH:13][C:12]=2[C:36]([F:39])([F:38])[F:37])[C:2]1[CH:7]=[CH:6][CH:5]=[CH:4][CH:3]=1, predict the reaction product. (3) Given the reactants [CH3:1][C:2]([C:5]1[CH:10]=[CH:9][C:8]([NH:11][S:12]([C:15]2[CH:20]=[CH:19][CH:18]=[CH:17][CH:16]=2)(=[O:14])=[O:13])=[C:7]([O:21][CH3:22])[CH:6]=1)([OH:4])[CH3:3].[C:23](OC(=O)C)(=[O:25])[CH3:24], predict the reaction product. The product is: [CH3:3][C:2]([C:5]1[CH:10]=[CH:9][C:8]([N:11]([S:12]([C:15]2[CH:20]=[CH:19][CH:18]=[CH:17][CH:16]=2)(=[O:14])=[O:13])[C:23](=[O:25])[CH3:24])=[C:7]([O:21][CH3:22])[CH:6]=1)([OH:4])[CH3:1]. (4) Given the reactants [C:1]([O:5][C:6]([N:8]1[CH2:13][CH2:12][N:11]([C:14]2[C:15]3[C:37](Cl)=[CH:36][N:35]=[CH:34][C:16]=3[N:17]=[C:18]([C:20]3[CH:25]=[CH:24][N:23]=[C:22]([NH:26][C:27]4[CH:32]=[CH:31][CH:30]=[CH:29][C:28]=4[F:33])[CH:21]=3)[N:19]=2)[CH2:10][CH2:9]1)=[O:7])([CH3:4])([CH3:3])[CH3:2].C(Cl)Cl.[O-]P([O-])([O-])=O.[K+].[K+].[K+].[CH:50]1(B(O)O)[CH2:52][CH2:51]1, predict the reaction product. The product is: [C:1]([O:5][C:6]([N:8]1[CH2:13][CH2:12][N:11]([C:14]2[C:15]3[C:37]([CH:50]4[CH2:52][CH2:51]4)=[CH:36][N:35]=[CH:34][C:16]=3[N:17]=[C:18]([C:20]3[CH:25]=[CH:24][N:23]=[C:22]([NH:26][C:27]4[CH:32]=[CH:31][CH:30]=[CH:29][C:28]=4[F:33])[CH:21]=3)[N:19]=2)[CH2:10][CH2:9]1)=[O:7])([CH3:4])([CH3:3])[CH3:2]. (5) Given the reactants Cl.C(OC([N:9]1[CH2:14][CH2:13][N:12]([CH2:15][CH:16]2[CH2:21][CH2:20][CH2:19][CH2:18][N:17]2[CH3:22])[CH2:11][CH2:10]1)=O)(C)(C)C, predict the reaction product. The product is: [CH3:22][N:17]1[CH2:18][CH2:19][CH2:20][CH2:21][CH:16]1[CH2:15][N:12]1[CH2:13][CH2:14][NH:9][CH2:10][CH2:11]1. (6) Given the reactants [C:1](Cl)(=[O:8])[C:2]1[CH:7]=[CH:6][CH:5]=[CH:4][CH:3]=1.[CH3:10][N+:11]#[C-:12].[N-:13]=[N+:14]=[N-:15].[Na+].N1C=CC=CC=1, predict the reaction product. The product is: [CH3:12][N:11]1[C:10]([C:1](=[O:8])[C:2]2[CH:7]=[CH:6][CH:5]=[CH:4][CH:3]=2)=[N:15][N:14]=[N:13]1. (7) Given the reactants [ClH:1].Cl.CN[C@@H]1CCN([CH2:10][CH:11]([C:22]2([OH:28])[CH2:27][CH2:26][CH2:25][CH2:24][CH2:23]2)[C:12]2[CH:17]=[CH:16][CH:15]=[C:14]([C:18]([F:21])([F:20])[F:19])[CH:13]=2)C1.C(O[C:34](=O)[NH:35][C@@H:36]1[CH2:40][CH2:39][N:38](C(=O)C(C2(O)CCCCC2)C2C=CC=C(C(F)(F)F)C=2)[CH2:37]1)(C)(C)C, predict the reaction product. The product is: [ClH:1].[ClH:1].[CH3:34][NH:35][C@@H:36]1[CH2:40][CH2:39][N:38]([CH:27]2[CH2:26][CH2:25][CH2:24][CH2:23][C:22]2([CH:11]([C:12]2[CH:17]=[CH:16][CH:15]=[C:14]([C:18]([F:20])([F:21])[F:19])[CH:13]=2)[CH3:10])[OH:28])[CH2:37]1. (8) Given the reactants [CH3:1][N:2]([CH3:21])[CH2:3][CH2:4][CH2:5][CH2:6][CH2:7][CH2:8][CH2:9][CH2:10][CH2:11][CH2:12][CH2:13][CH2:14][CH2:15][CH2:16][CH2:17][CH2:18][CH2:19][CH3:20].[C:22](=[O:27])([O:25]C)[O:23][CH3:24], predict the reaction product. The product is: [CH3:24][O:23][C:22](=[O:25])[O-:27].[CH3:1][N+:2]([CH3:22])([CH3:21])[CH2:3][CH2:4][CH2:5][CH2:6][CH2:7][CH2:8][CH2:9][CH2:10][CH2:11][CH2:12][CH2:13][CH2:14][CH2:15][CH2:16][CH2:17][CH2:18][CH2:19][CH3:20]. (9) Given the reactants [F:1][C:2]1[CH:22]=[CH:21][CH:20]=[C:19]([F:23])[C:3]=1[CH2:4][O:5][C:6]1[C:7]2[N:8]([C:12]([C:16](O)=[O:17])=[C:13]([CH3:15])[N:14]=2)[CH:9]=[CH:10][CH:11]=1.Cl.[NH2:25][C@H:26]([C:31]([O:33][CH3:34])=[O:32])[CH2:27][CH2:28][CH2:29][CH3:30].F[B-](F)(F)F.CN([CH+]N(C)C)C.CN1CCOCC1, predict the reaction product. The product is: [F:1][C:2]1[CH:22]=[CH:21][CH:20]=[C:19]([F:23])[C:3]=1[CH2:4][O:5][C:6]1[C:7]2[N:8]([C:12]([C:16]([NH:25][C@H:26]([C:31]([O:33][CH3:34])=[O:32])[CH2:27][CH2:28][CH2:29][CH3:30])=[O:17])=[C:13]([CH3:15])[N:14]=2)[CH:9]=[CH:10][CH:11]=1. (10) Given the reactants [NH2:1][C:2]1[C:3](=[O:23])[NH:4][C:5](=[O:22])[NH:6][C:7]=1[NH:8][CH:9]1[O:15][C@H:14]([CH2:16][O:17][P:18]([OH:21])([OH:20])=[O:19])[C@@H:12]([OH:13])[C@H:10]1[OH:11].N1C=CC(=O)NC1=O, predict the reaction product. The product is: [CH2:9]([NH:8][C:7]1[NH:6][C:5](=[O:22])[NH:4][C:3](=[O:23])[C:2]=1[NH2:1])[CH:10]([OH:11])[CH:12]([OH:13])[CH:14]([OH:15])[CH2:16][O:17][P:18]([OH:20])([OH:21])=[O:19].